This data is from Forward reaction prediction with 1.9M reactions from USPTO patents (1976-2016). The task is: Predict the product of the given reaction. (1) Given the reactants Cl[C:2]1[CH:3]=[C:4]([NH:9][C:10]2[N:15]=[C:14]([NH:16]CCC(O)=O)[C:13]([N+:22]([O-:24])=[O:23])=[CH:12][N:11]=2)[CH:5]=[CH:6][C:7]=1[Cl:8].C1CCCCC1.[C:31]([O:34]CC)(=[O:33])[CH3:32].CO, predict the reaction product. The product is: [Cl:8][C:7]1[CH:2]=[CH:3][C:4]([NH:9][C:10]2[N:15]=[C:14]([NH:16][CH2:32][C:31]([OH:34])=[O:33])[C:13]([N+:22]([O-:24])=[O:23])=[CH:12][N:11]=2)=[CH:5][CH:6]=1. (2) Given the reactants [N+:1]([C:4]1[CH:9]=[CH:8][C:7]([C:10]([NH:12][C:13]2[CH:18]=[CH:17][C:16]([CH3:19])=[C:15]([NH:20][C:21]3[N:26]=[C:25]([C:27]4[CH:28]=[N:29][CH:30]=[CH:31][CH:32]=4)[CH:24]=[CH:23][N:22]=3)[CH:14]=2)=[O:11])=[CH:6][CH:5]=1)([O-])=O.[CH3:33][N:34]1[CH2:38][CH2:37][C:36](=O)[CH2:35]1, predict the reaction product. The product is: [CH3:19][C:16]1[CH:17]=[CH:18][C:13]([NH:12][C:10]([C:7]2[CH:8]=[CH:9][C:4]([NH:1][CH:36]3[CH2:37][CH2:38][N:34]([CH3:33])[CH2:35]3)=[CH:5][CH:6]=2)=[O:11])=[CH:14][C:15]=1[NH:20][C:21]1[N:26]=[C:25]([C:27]2[CH:28]=[N:29][CH:30]=[CH:31][CH:32]=2)[CH:24]=[CH:23][N:22]=1. (3) The product is: [O:31]1[C:30]2[CH:34]=[CH:35][C:27]([C:24]3([C:22]([NH:21][C:18]4[CH:19]=[CH:20][C:15]([CH:6]([N:37]([CH3:38])[CH3:36])[C:7]5[CH:12]=[CH:11][CH:10]=[CH:9][C:8]=5[O:13][CH3:14])=[CH:16][N:17]=4)=[O:23])[CH2:26][CH2:25]3)=[CH:28][C:29]=2[O:33][CH2:32]1. Given the reactants CS(O[CH:6]([C:15]1[CH:16]=[N:17][C:18]([NH:21][C:22]([C:24]2([C:27]3[CH:35]=[CH:34][C:30]4[O:31][CH2:32][O:33][C:29]=4[CH:28]=3)[CH2:26][CH2:25]2)=[O:23])=[CH:19][CH:20]=1)[C:7]1[CH:12]=[CH:11][CH:10]=[CH:9][C:8]=1[O:13][CH3:14])(=O)=O.[CH3:36][NH:37][CH3:38].C1COCC1.CCN(C(C)C)C(C)C, predict the reaction product. (4) Given the reactants [C:1]([C:5]1[CH2:9][CH:8]=[CH:7][CH:6]=1)([CH3:4])([CH3:3])[CH3:2].[CH3:10][CH2:11][CH2:12][CH2:13][CH2:14]C.C([Li])CCC.CCC(=O)CC, predict the reaction product. The product is: [C:1]([C:5]1[CH:9]=[CH:8][C:7](=[C:12]([CH2:13][CH3:14])[CH2:11][CH3:10])[CH:6]=1)([CH3:4])([CH3:3])[CH3:2]. (5) Given the reactants [CH:1]1([C:4]2[N:8]([CH3:9])[C:7]3[CH:10]=[C:11]([N:14]4[CH:19]=[CH:18][C:17]([OH:20])=[CH:16][C:15]4=[O:21])[CH:12]=[CH:13][C:6]=3[N:5]=2)[CH2:3][CH2:2]1.[Cl:22][C:23]1[CH:24]=[C:25]([CH2:28]O)[S:26][CH:27]=1.C(P(CCCC)CCCC)CCC.N(C(N1CCCCC1)=O)=NC(N1CCCCC1)=O, predict the reaction product. The product is: [Cl:22][C:23]1[CH:24]=[C:25]([CH2:28][O:20][C:17]2[CH:18]=[CH:19][N:14]([C:11]3[CH:12]=[CH:13][C:6]4[N:5]=[C:4]([CH:1]5[CH2:2][CH2:3]5)[N:8]([CH3:9])[C:7]=4[CH:10]=3)[C:15](=[O:21])[CH:16]=2)[S:26][CH:27]=1. (6) Given the reactants C(Cl)(=O)C([Cl:4])=O.[Cl:7][CH2:8][CH2:9][CH2:10][C:11]([CH3:16])([CH3:15])[C:12](O)=[O:13], predict the reaction product. The product is: [Cl:7][CH2:8][CH2:9][CH2:10][C:11]([CH3:16])([CH3:15])[C:12]([Cl:4])=[O:13].